From a dataset of Full USPTO retrosynthesis dataset with 1.9M reactions from patents (1976-2016). Predict the reactants needed to synthesize the given product. The reactants are: C(OC([NH:8][CH:9]1[CH2:14][CH2:13][N:12]([C:15](=[O:23])[CH2:16][CH2:17][C:18]([O:20][CH2:21][CH3:22])=[O:19])[CH2:11][CH2:10]1)=O)(C)(C)C.[ClH:24].CCO. Given the product [ClH:24].[ClH:24].[NH2:8][CH:9]1[CH2:14][CH2:13][N:12]([C:15](=[O:23])[CH2:16][CH2:17][C:18]([O:20][CH2:21][CH3:22])=[O:19])[CH2:11][CH2:10]1, predict the reactants needed to synthesize it.